Dataset: Catalyst prediction with 721,799 reactions and 888 catalyst types from USPTO. Task: Predict which catalyst facilitates the given reaction. (1) The catalyst class is: 1. Reactant: [Cl:1][C:2]1[CH:7]=[CH:6][C:5]([CH:8](O)[CH3:9])=[CH:4][C:3]=1[F:11].[C:12]1(=[O:22])[NH:16][C:15](=[O:17])[C:14]2=[CH:18][CH:19]=[CH:20][CH:21]=[C:13]12.C1(P(C2C=CC=CC=2)C2C=CC=CC=2)C=CC=CC=1.N(C(OC(C)C)=O)=NC(OC(C)C)=O. Product: [Cl:1][C:2]1[CH:7]=[CH:6][C:5]([CH:8]([N:16]2[C:12](=[O:22])[C:13]3[C:14](=[CH:18][CH:19]=[CH:20][CH:21]=3)[C:15]2=[O:17])[CH3:9])=[CH:4][C:3]=1[F:11]. (2) Reactant: [C:1]([C:3]1[CH:24]=[C:23]([C:25]2[N:30]=[C:29]([NH:31][C:32]3[CH:37]=[CH:36][C:35]([N:38]4[CH2:43][CH2:42][N:41]([CH:44]5[CH2:47][O:46][CH2:45]5)[CH2:40][CH2:39]4)=[C:34]([O:48][CH3:49])[CH:33]=3)[N:28]=[CH:27][N:26]=2)[CH:22]=[CH:21][C:4]=1[O:5][C@H:6]1[CH2:11][CH2:10][N:9](C(OC(C)(C)C)=O)[CH2:8][C:7]1([F:20])[F:19])#[N:2].FC(F)(F)C(O)=O. Product: [F:20][C:7]1([F:19])[C@@H:6]([O:5][C:4]2[CH:21]=[CH:22][C:23]([C:25]3[N:30]=[C:29]([NH:31][C:32]4[CH:37]=[CH:36][C:35]([N:38]5[CH2:43][CH2:42][N:41]([CH:44]6[CH2:47][O:46][CH2:45]6)[CH2:40][CH2:39]5)=[C:34]([O:48][CH3:49])[CH:33]=4)[N:28]=[CH:27][N:26]=3)=[CH:24][C:3]=2[C:1]#[N:2])[CH2:11][CH2:10][NH:9][CH2:8]1. The catalyst class is: 4. (3) Reactant: [C:1]1([CH3:12])[CH:6]=[C:5]([CH3:7])[CH:4]=[C:3]([CH3:8])[C:2]=1[CH2:9][CH:10]=[O:11].C[Mg+].[Br-].[CH3:16]COCC. Product: [C:3]1([CH3:8])[CH:4]=[C:5]([CH3:7])[CH:6]=[C:1]([CH3:12])[C:2]=1[CH2:9][CH:10]([OH:11])[CH3:16]. The catalyst class is: 1. (4) Reactant: [C:1]([N:4]1[CH2:35][CH2:34][N:7]2[C@H:8]([CH:21]([C:28]3[CH:33]=[CH:32][CH:31]=[CH:30][CH:29]=3)[C:22]3[CH:27]=[CH:26][CH:25]=[CH:24][CH:23]=3)[CH2:9][N:10](CC3C=CC=CC=3OC)[CH2:11][C@@H:6]2[CH2:5]1)(=[O:3])[CH3:2].[Cl:36]C(OC(Cl)C)=O. Product: [ClH:36].[ClH:36].[C:1]([N:4]1[CH2:35][CH2:34][N:7]2[C@H:8]([CH:21]([C:22]3[CH:27]=[CH:26][CH:25]=[CH:24][CH:23]=3)[C:28]3[CH:33]=[CH:32][CH:31]=[CH:30][CH:29]=3)[CH2:9][NH:10][CH2:11][C@@H:6]2[CH2:5]1)(=[O:3])[CH3:2]. The catalyst class is: 68. (5) Reactant: Cl.[NH2:2][CH:3]1[CH2:8][CH2:7][N:6]([C:9]([O:11][C:12]([CH3:15])([CH3:14])[CH3:13])=[O:10])[CH2:5][CH2:4]1.Cl[C:17](=[O:23])[CH2:18][C:19]([O:21][CH3:22])=[O:20].CCN(C(C)C)C(C)C. Product: [CH3:22][O:21][C:19](=[O:20])[CH2:18][C:17]([NH:2][CH:3]1[CH2:4][CH2:5][N:6]([C:9]([O:11][C:12]([CH3:15])([CH3:14])[CH3:13])=[O:10])[CH2:7][CH2:8]1)=[O:23]. The catalyst class is: 2.